From a dataset of NCI-60 drug combinations with 297,098 pairs across 59 cell lines. Regression. Given two drug SMILES strings and cell line genomic features, predict the synergy score measuring deviation from expected non-interaction effect. (1) Drug 1: CC1C(C(CC(O1)OC2CC(CC3=C2C(=C4C(=C3O)C(=O)C5=C(C4=O)C(=CC=C5)OC)O)(C(=O)CO)O)N)O.Cl. Drug 2: CC12CCC3C(C1CCC2OP(=O)(O)O)CCC4=C3C=CC(=C4)OC(=O)N(CCCl)CCCl.[Na+]. Cell line: NCI-H226. Synergy scores: CSS=-4.35, Synergy_ZIP=0.493, Synergy_Bliss=2.00, Synergy_Loewe=-5.04, Synergy_HSA=-4.19. (2) Drug 1: CCC(=C(C1=CC=CC=C1)C2=CC=C(C=C2)OCCN(C)C)C3=CC=CC=C3.C(C(=O)O)C(CC(=O)O)(C(=O)O)O. Drug 2: C(=O)(N)NO. Cell line: BT-549. Synergy scores: CSS=2.63, Synergy_ZIP=0.582, Synergy_Bliss=4.79, Synergy_Loewe=3.82, Synergy_HSA=2.68. (3) Drug 1: COC1=CC(=CC(=C1O)OC)C2C3C(COC3=O)C(C4=CC5=C(C=C24)OCO5)OC6C(C(C7C(O6)COC(O7)C8=CC=CS8)O)O. Drug 2: CCCCCOC(=O)NC1=NC(=O)N(C=C1F)C2C(C(C(O2)C)O)O. Cell line: SNB-19. Synergy scores: CSS=51.3, Synergy_ZIP=-1.08, Synergy_Bliss=-1.95, Synergy_Loewe=-61.7, Synergy_HSA=-0.893. (4) Drug 1: CN1C(=O)N2C=NC(=C2N=N1)C(=O)N. Synergy scores: CSS=1.70, Synergy_ZIP=-0.00683, Synergy_Bliss=1.95, Synergy_Loewe=0.244, Synergy_HSA=0.491. Cell line: HS 578T. Drug 2: C1=CN(C=N1)CC(O)(P(=O)(O)O)P(=O)(O)O. (5) Drug 1: CC1OCC2C(O1)C(C(C(O2)OC3C4COC(=O)C4C(C5=CC6=C(C=C35)OCO6)C7=CC(=C(C(=C7)OC)O)OC)O)O. Drug 2: CC1=C(C(=CC=C1)Cl)NC(=O)C2=CN=C(S2)NC3=CC(=NC(=N3)C)N4CCN(CC4)CCO. Cell line: MOLT-4. Synergy scores: CSS=77.0, Synergy_ZIP=6.99, Synergy_Bliss=6.69, Synergy_Loewe=-1.41, Synergy_HSA=7.13. (6) Drug 1: CC1C(C(CC(O1)OC2CC(CC3=C2C(=C4C(=C3O)C(=O)C5=C(C4=O)C(=CC=C5)OC)O)(C(=O)C)O)N)O.Cl. Drug 2: C(CN)CNCCSP(=O)(O)O. Cell line: SK-MEL-5. Synergy scores: CSS=17.4, Synergy_ZIP=-1.15, Synergy_Bliss=6.31, Synergy_Loewe=-12.1, Synergy_HSA=0.977. (7) Drug 2: C(=O)(N)NO. Cell line: BT-549. Drug 1: CC1C(C(CC(O1)OC2CC(OC(C2O)C)OC3=CC4=CC5=C(C(=O)C(C(C5)C(C(=O)C(C(C)O)O)OC)OC6CC(C(C(O6)C)O)OC7CC(C(C(O7)C)O)OC8CC(C(C(O8)C)O)(C)O)C(=C4C(=C3C)O)O)O)O. Synergy scores: CSS=33.2, Synergy_ZIP=1.55, Synergy_Bliss=4.35, Synergy_Loewe=-36.0, Synergy_HSA=1.97.